Dataset: Peptide-MHC class II binding affinity with 134,281 pairs from IEDB. Task: Regression. Given a peptide amino acid sequence and an MHC pseudo amino acid sequence, predict their binding affinity value. This is MHC class II binding data. (1) The peptide sequence is KRWIILGLNKIVRMYSPTSI. The MHC is DRB1_0301 with pseudo-sequence DRB1_0301. The binding affinity (normalized) is 0.583. (2) The peptide sequence is PRARYGLVHVANNNY. The binding affinity (normalized) is 0.181. The MHC is HLA-DQA10401-DQB10402 with pseudo-sequence HLA-DQA10401-DQB10402. (3) The MHC is HLA-DQA10501-DQB10301 with pseudo-sequence HLA-DQA10501-DQB10301. The peptide sequence is AAATAGTTVNGAFAA. The binding affinity (normalized) is 0.568. (4) The binding affinity (normalized) is 0.105. The peptide sequence is LEKEDFTRGKLMSSL. The MHC is DRB4_0101 with pseudo-sequence DRB4_0103. (5) The peptide sequence is EPIAPYHFDLSGHAF. The MHC is HLA-DQA10102-DQB10602 with pseudo-sequence HLA-DQA10102-DQB10602. The binding affinity (normalized) is 0.